Task: Predict the reactants needed to synthesize the given product.. Dataset: Full USPTO retrosynthesis dataset with 1.9M reactions from patents (1976-2016) (1) Given the product [F:1][C:2]1[CH:20]=[CH:19][CH:18]=[CH:17][C:3]=1[CH2:4][N:5]1[C:9]2=[N:10][CH:11]=[CH:12][CH:13]=[C:8]2[C:7]([C:14]2[N:15]=[C:23]([NH2:22])[C:24]([O:27][CH3:28])=[CH:25][N:16]=2)=[N:6]1, predict the reactants needed to synthesize it. The reactants are: [F:1][C:2]1[CH:20]=[CH:19][CH:18]=[CH:17][C:3]=1[CH2:4][N:5]1[C:9]2=[N:10][CH:11]=[CH:12][CH:13]=[C:8]2[C:7]([C:14](=[NH:16])[NH2:15])=[N:6]1.C[N:22](C)[CH:23](N(C)C)[CH:24]([O:27][CH3:28])[C:25]#N.N1CCCCC1. (2) Given the product [CH3:24][C:19]1[C:18]([CH3:25])=[C:17]([O:13][CH2:12][C:2]2([CH3:1])[O:3][CH2:4][C:5]3([O:6][CH2:7][CH2:8][O:9]3)[CH2:10][O:11]2)[CH:22]=[CH:21][N+:20]=1[O-:23], predict the reactants needed to synthesize it. The reactants are: [CH3:1][C:2]1([CH2:12][OH:13])[O:11][CH2:10][C:5]2([O:9][CH2:8][CH2:7][O:6]2)[CH2:4][O:3]1.[H-].[Na+].Cl[C:17]1[CH:22]=[CH:21][N+:20]([O-:23])=[C:19]([CH3:24])[C:18]=1[CH3:25]. (3) The reactants are: Cl[CH2:2][CH:3]([CH2:12]Cl)[C:4]([C:6]1[CH:11]=[CH:10][CH:9]=[CH:8][CH:7]=1)=[O:5].[O:14]1[CH2:19][CH:18]=[C:17](N2CCCC2)[CH2:16][CH2:15]1.[OH2:25]. Given the product [C:4]([CH:3]1[CH2:12][C@H:16]2[C:17](=[O:25])[C@H:18]([CH2:19][O:14][CH2:15]2)[CH2:2]1)(=[O:5])[C:6]1[CH:11]=[CH:10][CH:9]=[CH:8][CH:7]=1, predict the reactants needed to synthesize it.